From a dataset of Peptide-MHC class II binding affinity with 134,281 pairs from IEDB. Regression. Given a peptide amino acid sequence and an MHC pseudo amino acid sequence, predict their binding affinity value. This is MHC class II binding data. (1) The peptide sequence is FDISKISGEWYSIFL. The MHC is DRB5_0101 with pseudo-sequence DRB5_0101. The binding affinity (normalized) is 0. (2) The peptide sequence is GSSIGKLFTQTMKGV. The MHC is DRB1_0405 with pseudo-sequence DRB1_0405. The binding affinity (normalized) is 0.0549. (3) The peptide sequence is AAIHEMFVNTLVASS. The MHC is HLA-DPA10201-DPB10101 with pseudo-sequence HLA-DPA10201-DPB10101. The binding affinity (normalized) is 0.473. (4) The peptide sequence is DELQIVDKIDAAFKI. The MHC is DRB1_1201 with pseudo-sequence DRB1_1201. The binding affinity (normalized) is 0.615. (5) The peptide sequence is GELQIVDKIDFAFKI. The MHC is DRB1_1302 with pseudo-sequence DRB1_1302. The binding affinity (normalized) is 0.706. (6) The peptide sequence is RLTYQWHKEGSSIGK. The MHC is HLA-DQA10201-DQB10303 with pseudo-sequence HLA-DQA10201-DQB10303. The binding affinity (normalized) is 0.